From a dataset of Forward reaction prediction with 1.9M reactions from USPTO patents (1976-2016). Predict the product of the given reaction. (1) The product is: [CH3:25][N:24]1[C:19]2[C:18](=[S:29])[NH:17][C:16]([C:7]3[CH:8]=[C:9]([S:12]([N:35]4[CH2:36][CH2:37][N:32]([CH3:31])[CH2:33][CH2:34]4)(=[O:14])=[O:13])[CH:10]=[CH:11][C:6]=3[O:5][CH2:4][CH2:3][CH:2]([CH3:30])[CH3:1])=[N:21][C:20]=2[C:22]([CH2:26][CH2:27][CH3:28])=[N:23]1. Given the reactants [CH3:1][CH:2]([CH3:30])[CH2:3][CH2:4][O:5][C:6]1[CH:11]=[CH:10][C:9]([S:12](Cl)(=[O:14])=[O:13])=[CH:8][C:7]=1[C:16]1[NH:17][C:18](=[S:29])[C:19]2[N:24]([CH3:25])[N:23]=[C:22]([CH2:26][CH2:27][CH3:28])[C:20]=2[N:21]=1.[CH3:31][N:32]1[CH2:37][CH2:36][NH:35][CH2:34][CH2:33]1, predict the reaction product. (2) Given the reactants C(OC(N1C2C(=CC(C3C=CC=CC=3OC)=CC=2)C(C(O)C)=CC1(C)C)=O)(C)(C)C.[CH3:31][O:32][C:33]1[CH:38]=[CH:37][CH:36]=[CH:35][C:34]=1[C:39]1[CH:40]=[C:41]2[C:46](=[CH:47][CH:48]=1)[NH:45][C:44]([CH3:50])([CH3:49])[CH:43]=[C:42]2[CH:51]([O:53][CH2:54]/[CH:55]=[CH:56]/[CH2:57]C)[CH3:52].C[Si]([N-][Si](C)(C)C)(C)C.[Na+], predict the reaction product. The product is: [CH2:54]([O:53][CH:51]([C:42]1[C:41]2[C:46](=[CH:47][CH:48]=[C:39]([C:34]3[CH:35]=[CH:36][CH:37]=[CH:38][C:33]=3[O:32][CH3:31])[CH:40]=2)[NH:45][C:44]([CH3:50])([CH3:49])[CH:43]=1)[CH3:52])/[CH:55]=[CH:56]/[CH3:57]. (3) Given the reactants [CH3:1][C:2]1[NH:3][C:4]2[CH:10]=[CH:9][CH:8]=[CH:7][C:5]=2[N:6]=1.Cl[C:12]1[N:20]=[C:19]2[C:15]([N:16]=[C:17]([CH2:22][N:23]3[CH2:28][CH2:27][N:26]([CH:29]([CH:32]([CH3:34])[CH3:33])[CH2:30][OH:31])[CH2:25][CH2:24]3)[N:18]2[CH3:21])=[C:14]([N:35]2[CH2:40][CH2:39][O:38][CH2:37][CH2:36]2)[N:13]=1, predict the reaction product. The product is: [CH3:33][CH:32]([CH3:34])[C@H:29]([N:26]1[CH2:25][CH2:24][N:23]([CH2:22][C:17]2[N:18]([CH3:21])[C:19]3[C:15]([N:16]=2)=[C:14]([N:35]2[CH2:36][CH2:37][O:38][CH2:39][CH2:40]2)[N:13]=[C:12]([N:3]2[C:4]4[CH:10]=[CH:9][CH:8]=[CH:7][C:5]=4[N:6]=[C:2]2[CH3:1])[N:20]=3)[CH2:28][CH2:27]1)[CH2:30][OH:31].